This data is from NCI-60 drug combinations with 297,098 pairs across 59 cell lines. The task is: Regression. Given two drug SMILES strings and cell line genomic features, predict the synergy score measuring deviation from expected non-interaction effect. (1) Drug 1: COC1=NC(=NC2=C1N=CN2C3C(C(C(O3)CO)O)O)N. Drug 2: CC1C(C(CC(O1)OC2CC(CC3=C2C(=C4C(=C3O)C(=O)C5=C(C4=O)C(=CC=C5)OC)O)(C(=O)CO)O)N)O.Cl. Cell line: MDA-MB-435. Synergy scores: CSS=28.5, Synergy_ZIP=-3.97, Synergy_Bliss=-0.479, Synergy_Loewe=-1.79, Synergy_HSA=1.67. (2) Drug 1: CNC(=O)C1=CC=CC=C1SC2=CC3=C(C=C2)C(=NN3)C=CC4=CC=CC=N4. Drug 2: C1=CC(=CC=C1CC(C(=O)O)N)N(CCCl)CCCl.Cl. Cell line: MALME-3M. Synergy scores: CSS=13.6, Synergy_ZIP=-2.66, Synergy_Bliss=3.47, Synergy_Loewe=-0.381, Synergy_HSA=0.813. (3) Drug 1: C1CC(=O)NC(=O)C1N2CC3=C(C2=O)C=CC=C3N. Drug 2: CN1C2=C(C=C(C=C2)N(CCCl)CCCl)N=C1CCCC(=O)O.Cl. Cell line: KM12. Synergy scores: CSS=8.53, Synergy_ZIP=-5.81, Synergy_Bliss=-7.99, Synergy_Loewe=-2.74, Synergy_HSA=-2.74. (4) Drug 1: C1=CC(=C2C(=C1NCCNCCO)C(=O)C3=C(C=CC(=C3C2=O)O)O)NCCNCCO. Drug 2: C1=CC=C(C(=C1)C(C2=CC=C(C=C2)Cl)C(Cl)Cl)Cl. Cell line: U251. Synergy scores: CSS=48.2, Synergy_ZIP=3.30, Synergy_Bliss=2.91, Synergy_Loewe=-34.3, Synergy_HSA=3.41.